This data is from Reaction yield outcomes from USPTO patents with 853,638 reactions. The task is: Predict the reaction yield, written as a fraction of the theoretical maximum amount of product (1.0 means a 100% yield; for example, 0.34 means a 34% yield). The reactants are Cl[C:2]1[C:11]([CH:12]=[O:13])=[CH:10][C:9]2[C:4](=[CH:5][C:6]([F:16])=[C:7]([O:14][CH3:15])[CH:8]=2)[N:3]=1.[CH2:17]([NH2:19])[CH3:18]. The product is [CH2:17]([NH:19][C:2]1[C:11]([CH:12]=[O:13])=[CH:10][C:9]2[C:4](=[CH:5][C:6]([F:16])=[C:7]([O:14][CH3:15])[CH:8]=2)[N:3]=1)[CH3:18]. The catalyst is C1COCC1. The yield is 0.460.